This data is from Catalyst prediction with 721,799 reactions and 888 catalyst types from USPTO. The task is: Predict which catalyst facilitates the given reaction. (1) Reactant: [CH3:1][CH:2]([C:4]1[N:8]([CH2:9][CH2:10][C@@H:11]([OH:19])[CH2:12][C@@H:13]([OH:18])[CH2:14][C:15]([O-:17])=[O:16])[C:7]([C:20]2[CH:21]=[CH:22][C:23]([F:26])=[CH:24][CH:25]=2)=[C:6]([C:27]2[CH:28]=[CH:29][CH:30]=[CH:31][CH:32]=2)[C:5]=1[C:33]([NH:35][C:36]1[CH:37]=[CH:38][CH:39]=[CH:40][CH:41]=1)=[O:34])[CH3:3].[CH3:3][CH:2]([C:4]1[N:8]([CH2:9][CH2:10][C@@H:11]([OH:19])[CH2:12][C@@H:13]([OH:18])[CH2:14][C:15]([O-:17])=[O:16])[C:7]([C:20]2[CH:25]=[CH:24][C:23]([F:26])=[CH:22][CH:21]=2)=[C:6]([C:27]2[CH:32]=[CH:31][CH:30]=[CH:29][CH:28]=2)[C:5]=1[C:33]([NH:35][C:36]1[CH:41]=[CH:40][CH:39]=[CH:38][CH:37]=1)=[O:34])[CH3:1].[Ca+2].CCCCCC. Product: [CH3:3][CH:2]([C:4]1[N:8]([CH2:9][CH2:10][C@@H:11]([OH:19])[CH2:12][C@@H:13]([OH:18])[CH2:14][C:15]([OH:17])=[O:16])[C:7]([C:20]2[CH:25]=[CH:24][C:23]([F:26])=[CH:22][CH:21]=2)=[C:6]([C:27]2[CH:32]=[CH:31][CH:30]=[CH:29][CH:28]=2)[C:5]=1[C:33]([NH:35][C:36]1[CH:41]=[CH:40][CH:39]=[CH:38][CH:37]=1)=[O:34])[CH3:1]. The catalyst class is: 7. (2) Reactant: C([O:8][C:9]1[CH:25]=[CH:24][CH:23]=[C:22]([OH:26])[C:10]=1[C:11](=[O:21])[CH:12]=[CH:13][C:14]1[CH:19]=[CH:18][C:17]([CH3:20])=[CH:16][CH:15]=1)C1C=CC=CC=1.CN(C)C=O.C(=O)([O-])[O-].[K+].[K+].Br[CH2:39][C:40]([O:42][CH3:43])=[O:41]. Product: [OH:8][C:9]1[C:10]([C:11](=[O:21])[CH:12]=[CH:13][CH:14]2[CH:15]=[CH:16][C:17]([CH3:20])=[CH:18][CH2:19]2)=[C:22]([O:26][CH2:39][C:40]([O:42][CH3:43])=[O:41])[CH:23]=[CH:24][CH:25]=1. The catalyst class is: 95. (3) Reactant: O=[C:2]1[C:11]2[C:6](=[N:7][CH:8]=[CH:9][CH:10]=2)[O:5][CH:4]([C:12]2[CH:13]=[C:14]([CH:19]=[CH:20][CH:21]=2)[C:15]([O:17][CH3:18])=[O:16])[CH2:3]1.Cl.[CH3:23][O:24][NH2:25]. Product: [CH3:23][O:24][N:25]=[C:2]1[C:11]2[C:6](=[N:7][CH:8]=[CH:9][CH:10]=2)[O:5][CH:4]([C:12]2[CH:13]=[C:14]([CH:19]=[CH:20][CH:21]=2)[C:15]([O:17][CH3:18])=[O:16])[CH2:3]1. The catalyst class is: 17.